From a dataset of Forward reaction prediction with 1.9M reactions from USPTO patents (1976-2016). Predict the product of the given reaction. Given the reactants [NH2:1][C:2]1[CH:21]=[CH:20][C:5]([O:6][C:7]2[CH:12]=[CH:11][N:10]=[C:9]([NH:13][C:14]([N:16]3[CH2:19][CH2:18][CH2:17]3)=[O:15])[CH:8]=2)=[CH:4][CH:3]=1.[F:22][C:23]1[CH:28]=[CH:27][C:26]([NH:29][C:30]([C:32]2([C:35](O)=[O:36])[CH2:34][CH2:33]2)=[O:31])=[CH:25][CH:24]=1.C(N(C(C)C)CC)(C)C.CN(C(ON1N=NC2C=CC=CC1=2)=[N+](C)C)C.F[P-](F)(F)(F)(F)F, predict the reaction product. The product is: [N:16]1([C:14]([NH:13][C:9]2[CH:8]=[C:7]([O:6][C:5]3[CH:20]=[CH:21][C:2]([NH:1][C:35]([C:32]4([C:30]([NH:29][C:26]5[CH:27]=[CH:28][C:23]([F:22])=[CH:24][CH:25]=5)=[O:31])[CH2:34][CH2:33]4)=[O:36])=[CH:3][CH:4]=3)[CH:12]=[CH:11][N:10]=2)=[O:15])[CH2:19][CH2:18][CH2:17]1.